Dataset: Forward reaction prediction with 1.9M reactions from USPTO patents (1976-2016). Task: Predict the product of the given reaction. (1) The product is: [F:14][CH2:13][CH2:12][N:26]1[CH:27]=[C:22]([C:19]2[CH:18]=[CH:17][C:16]([F:15])=[CH:21][CH:20]=2)[C:23](=[O:33])[C:24]([C:28]([O:30][CH2:31][CH3:32])=[O:29])=[CH:25]1. Given the reactants CC1C=CC(S(O[CH2:12][CH2:13][F:14])(=O)=O)=CC=1.[F:15][C:16]1[CH:21]=[CH:20][C:19]([C:22]2[C:23](=[O:33])[C:24]([C:28]([O:30][CH2:31][CH3:32])=[O:29])=[CH:25][NH:26][CH:27]=2)=[CH:18][CH:17]=1.C(=O)([O-])[O-].[Cs+].[Cs+].C(OCC)(=O)C, predict the reaction product. (2) Given the reactants [CH3:1][N:2]1[N:6]=[N:5][C:4]([C:7]2[CH:32]=[CH:31][C:10]([O:11][CH:12]3[CH2:16][CH2:15][N:14]([CH:17]4[CH2:22][CH2:21][N:20](C(OC(C)(C)C)=O)[CH2:19][CH2:18]4)[C:13]3=[O:30])=[CH:9][CH:8]=2)=[N:3]1.[ClH:33], predict the reaction product. The product is: [ClH:33].[CH3:1][N:2]1[N:6]=[N:5][C:4]([C:7]2[CH:8]=[CH:9][C:10]([O:11][CH:12]3[CH2:16][CH2:15][N:14]([CH:17]4[CH2:18][CH2:19][NH:20][CH2:21][CH2:22]4)[C:13]3=[O:30])=[CH:31][CH:32]=2)=[N:3]1. (3) Given the reactants [C:1]([O:5][C:6](=[O:23])[NH:7][C:8]1[S:9][CH:10]=[CH:11][C@:12]([C:15]2[CH:20]=[CH:19][CH:18]=[C:17]([CH3:21])[C:16]=2[F:22])([CH3:14])[N:13]=1)([CH3:4])([CH3:3])[CH3:2].[Li+].C[Si]([N-][Si](C)(C)C)(C)C.[CH3:34][Si:35]([CH2:38][CH2:39][O:40][CH2:41]Cl)([CH3:37])[CH3:36], predict the reaction product. The product is: [C:1]([O:5][C:6](=[O:23])[N:7]([C:8]1[S:9][CH:10]=[CH:11][C@:12]([C:15]2[CH:20]=[CH:19][CH:18]=[C:17]([CH3:21])[C:16]=2[F:22])([CH3:14])[N:13]=1)[CH2:41][O:40][CH2:39][CH2:38][Si:35]([CH3:37])([CH3:36])[CH3:34])([CH3:2])([CH3:4])[CH3:3]. (4) Given the reactants [F:1][C:2]([F:18])([C:6]1[CH:7]=[C:8]2[C:13](=[CH:14][CH:15]=1)[N:12]=[CH:11][C:10]([O:16][CH3:17])=[CH:9]2)[C:3]([OH:5])=O.[Cl:19][C:20]1[CH:21]=[C:22]([F:28])[C:23]([NH:26][NH2:27])=[N:24][CH:25]=1, predict the reaction product. The product is: [Cl:19][C:20]1[CH:21]=[C:22]([F:28])[C:23]([NH:26][NH:27][C:3](=[O:5])[C:2]([F:1])([F:18])[C:6]2[CH:7]=[C:8]3[C:13](=[CH:14][CH:15]=2)[N:12]=[CH:11][C:10]([O:16][CH3:17])=[CH:9]3)=[N:24][CH:25]=1. (5) Given the reactants [Cl:1][C:2]1[C:3]([C:12]2[CH:17]=[CH:16][C:15]([Cl:18])=[CH:14][CH:13]=2)=[CH:4][C:5]([N+:9]([O-])=O)=[C:6]([CH:8]=1)[NH2:7].Cl, predict the reaction product. The product is: [Cl:1][C:2]1[CH:8]=[C:6]([NH2:7])[C:5]([NH2:9])=[CH:4][C:3]=1[C:12]1[CH:13]=[CH:14][C:15]([Cl:18])=[CH:16][CH:17]=1.